From a dataset of Forward reaction prediction with 1.9M reactions from USPTO patents (1976-2016). Predict the product of the given reaction. (1) Given the reactants [CH:1]1([N:5]2[CH2:10][CH2:9][CH:8]([O:11][C:12]3[CH:17]=[CH:16][C:15]([N:18]4[CH:22]=[N:21][C:20]([C:23]([NH2:25])=O)=[N:19]4)=[CH:14][CH:13]=3)[CH2:7][CH2:6]2)[CH2:4][CH2:3][CH2:2]1.S(Cl)(Cl)=O.C(=O)([O-])O.[Na+], predict the reaction product. The product is: [CH:1]1([N:5]2[CH2:10][CH2:9][CH:8]([O:11][C:12]3[CH:13]=[CH:14][C:15]([N:18]4[CH:22]=[N:21][C:20]([C:23]#[N:25])=[N:19]4)=[CH:16][CH:17]=3)[CH2:7][CH2:6]2)[CH2:2][CH2:3][CH2:4]1. (2) Given the reactants [Cl-].[NH4+].[CH:3]1[C:8]([CH:9]=[O:10])=[CH:7][CH:6]=[C:5]([CH:11]=O)[CH:4]=1.[CH3:13][N:14]1[C:18](=[O:19])[CH2:17][S:16][C:15]1=[S:20], predict the reaction product. The product is: [CH3:13][N:14]1[C:18](=[O:19])[C:17](=[CH:11][C:5]2[CH:4]=[CH:3][C:8]([CH:9]=[O:10])=[CH:7][CH:6]=2)[S:16][C:15]1=[S:20]. (3) The product is: [C@H:11]1([O:44][C@H:45]2[C@H:50]([O:51][CH2:52][C:53]3[CH:54]=[CH:55][CH:56]=[CH:57][CH:58]=3)[C@@H:49]([CH2:59][O:60][C@H:61]3[O:93][C@H:92]([CH2:94][OH:95])[C@@H:82]([OH:83])[C@H:72]([OH:73])[C@@H:62]3[OH:63])[O:48][C@@H:47]([O:104][CH2:105][CH2:106][NH:107][C:108](=[O:117])[O:109][CH2:110][C:111]3[CH:112]=[CH:113][CH:114]=[CH:115][CH:116]=3)[C@@H:46]2[OH:118])[O:12][C@H:13]([CH2:34][OH:35])[C@@H:14]([OH:25])[C@H:15]([OH:16])[C@@H:10]1[OH:9]. Given the reactants C([O:9][C@H:10]1[C@@H:15]([O:16]C(=O)C2C=CC=CC=2)[C@H:14]([O:25]C(=O)C2C=CC=CC=2)[C@@H:13]([CH2:34][O:35]C(=O)C2C=CC=CC=2)[O:12][C@@H:11]1[O:44][C@H:45]1[C@H:50]([O:51][CH2:52][C:53]2[CH:58]=[CH:57][CH:56]=[CH:55][CH:54]=2)[C@@H:49]([CH2:59][O:60][C@H:61]2[O:93][C@H:92]([CH2:94][O:95]C(=O)C3C=CC=CC=3)[C@@H:82]([O:83]C(=O)C3C=CC=CC=3)[C@H:72]([O:73]C(=O)C3C=CC=CC=3)[C@@H:62]2[O:63]C(=O)C2C=CC=CC=2)[O:48][C@@H:47]([O:104][CH2:105][CH2:106][NH:107][C:108](=[O:117])[O:109][CH2:110][C:111]2[CH:116]=[CH:115][CH:114]=[CH:113][CH:112]=2)[C@@H:46]1[O:118]C(=O)C1C=CC=CC=1)(=O)C1C=CC=CC=1.O(C)[Na], predict the reaction product. (4) Given the reactants [C:1]([O:5][C:6]([N:8]1[CH2:13][CH2:12][N:11]([C:14]2[CH:19]=[CH:18][C:17]([C:20]3[CH:21]=[C:22]4[C:28](I)=[CH:27][N:26]([C:30]([O:32][C:33]([CH3:36])([CH3:35])[CH3:34])=[O:31])[C:23]4=[N:24][CH:25]=3)=[CH:16][C:15]=2[NH:37][S:38]([CH3:41])(=[O:40])=[O:39])[CH2:10][CH2:9]1)=[O:7])([CH3:4])([CH3:3])[CH3:2].[F:42][C:43]1[CH:44]=[C:45]([CH:61]=[CH:62][CH:63]=1)[CH2:46][N:47]1[CH:51]=[C:50](B2OC(C)(C)C(C)(C)O2)[CH:49]=[N:48]1.C(=O)([O-])[O-].[Na+].[Na+], predict the reaction product. The product is: [C:1]([O:5][C:6]([N:8]1[CH2:13][CH2:12][N:11]([C:14]2[CH:19]=[CH:18][C:17]([C:20]3[CH:21]=[C:22]4[C:28]([C:50]5[CH:49]=[N:48][N:47]([CH2:46][C:45]6[CH:61]=[CH:62][CH:63]=[C:43]([F:42])[CH:44]=6)[CH:51]=5)=[CH:27][N:26]([C:30]([O:32][C:33]([CH3:36])([CH3:35])[CH3:34])=[O:31])[C:23]4=[N:24][CH:25]=3)=[CH:16][C:15]=2[NH:37][S:38]([CH3:41])(=[O:40])=[O:39])[CH2:10][CH2:9]1)=[O:7])([CH3:4])([CH3:3])[CH3:2]. (5) Given the reactants [CH3:1][C:2]1[C:6]2[CH2:7][CH2:8][CH2:9][C:5]=2[N:4]([C:10]2[CH:18]=[CH:17][C:13]([C:14](O)=[O:15])=[CH:12][C:11]=2[C:19]([F:22])([F:21])[F:20])[N:3]=1.CN(C(ON1N=NC2C=CC=CC1=2)=[N+](C)C)C.[B-](F)(F)(F)F.C(N(C(C)C)CC)(C)C.[Cl:54][C:55]1[CH:66]=[CH:65][C:58]2[NH:59][C:60]([C@@H:62]([NH2:64])[CH3:63])=[N:61][C:57]=2[CH:56]=1.ClCl, predict the reaction product. The product is: [Cl:54][C:55]1[CH:66]=[CH:65][C:58]2[NH:59][C:60]([C@@H:62]([NH:64][C:14](=[O:15])[C:13]3[CH:17]=[CH:18][C:10]([N:4]4[C:5]5[CH2:9][CH2:8][CH2:7][C:6]=5[C:2]([CH3:1])=[N:3]4)=[C:11]([C:19]([F:20])([F:21])[F:22])[CH:12]=3)[CH3:63])=[N:61][C:57]=2[CH:56]=1. (6) Given the reactants Br[C:2]1[C:15]2[C:16]3=[C:17]4[C:12](=[CH:13][CH:14]=2)[CH:11]=[CH:10][C:9]([C:18]2[CH:23]=[CH:22][CH:21]=[CH:20][CH:19]=2)=[C:8]4[CH:7]=[CH:6][C:5]3=[CH:4][CH:3]=1.[B:24]1([B:24]2[O:28][C:27]([CH3:30])([CH3:29])[C:26]([CH3:32])([CH3:31])[O:25]2)[O:28][C:27]([CH3:30])([CH3:29])[C:26]([CH3:32])([CH3:31])[O:25]1.C([O-])(=O)C.[K+], predict the reaction product. The product is: [CH3:31][C:26]1([CH3:32])[C:27]([CH3:30])([CH3:29])[O:28][B:24]([C:2]2[C:15]3[C:16]4=[C:17]5[C:12](=[CH:13][CH:14]=3)[CH:11]=[CH:10][C:9]([C:18]3[CH:23]=[CH:22][CH:21]=[CH:20][CH:19]=3)=[C:8]5[CH:7]=[CH:6][C:5]4=[CH:4][CH:3]=2)[O:25]1. (7) Given the reactants [CH3:1][O:2][C:3]1[CH:4]=[C:5]([C:9]2[CH:14]=[CH:13][C:12]([CH2:15][C:16](O)=[O:17])=[C:11]([N+:19]([O-])=O)[CH:10]=2)[CH:6]=[CH:7][CH:8]=1, predict the reaction product. The product is: [CH3:1][O:2][C:3]1[CH:4]=[C:5]([C:9]2[CH:10]=[C:11]3[C:12]([CH2:15][C:16](=[O:17])[NH:19]3)=[CH:13][CH:14]=2)[CH:6]=[CH:7][CH:8]=1. (8) Given the reactants CC1C=CC(S(O[CH2:12][CH:13]2[CH2:17][C:16]3[CH:18]=[C:19]([Cl:30])[CH:20]=[C:21]([C:22]4[C:27]([CH3:28])=[CH:26][CH:25]=[CH:24][C:23]=4[CH3:29])[C:15]=3[O:14]2)(=O)=O)=CC=1.[CH3:31][NH2:32], predict the reaction product. The product is: [Cl:30][C:19]1[CH:20]=[C:21]([C:22]2[C:27]([CH3:28])=[CH:26][CH:25]=[CH:24][C:23]=2[CH3:29])[C:15]2[O:14][CH:13]([CH2:12][NH:32][CH3:31])[CH2:17][C:16]=2[CH:18]=1. (9) The product is: [CH2:1]([N:8]1[CH2:12][CH2:11][CH:10]([C:13]2[CH:18]=[CH:17][C:16]([NH2:19])=[C:15]([F:22])[CH:14]=2)[CH2:9]1)[C:2]1[CH:3]=[CH:4][CH:5]=[CH:6][CH:7]=1. Given the reactants [CH2:1]([N:8]1[CH2:12][CH2:11][CH:10]([C:13]2[CH:18]=[CH:17][C:16]([N+:19]([O-])=O)=[C:15]([F:22])[CH:14]=2)[CH2:9]1)[C:2]1[CH:7]=[CH:6][CH:5]=[CH:4][CH:3]=1.[Sn](Cl)Cl, predict the reaction product.